Dataset: Full USPTO retrosynthesis dataset with 1.9M reactions from patents (1976-2016). Task: Predict the reactants needed to synthesize the given product. Given the product [F:1][C:2]1[CH:7]=[CH:6][C:5]([F:8])=[C:4]([O:9][CH2:18][CH2:19][CH2:20][CH2:21][CH2:22][CH3:23])[C:3]=1[O:10][CH2:11][CH2:12][CH2:13][CH2:14][CH2:15][CH3:16], predict the reactants needed to synthesize it. The reactants are: [F:1][C:2]1[C:3]([O:10][CH2:11][CH2:12][CH2:13][CH2:14][CH2:15][CH3:16])=[C:4]([OH:9])[C:5]([F:8])=[CH:6][CH:7]=1.Br[CH2:18][CH2:19][CH2:20][CH2:21][CH2:22][CH3:23].C(=O)([O-])[O-].[K+].[K+].